Dataset: Forward reaction prediction with 1.9M reactions from USPTO patents (1976-2016). Task: Predict the product of the given reaction. Given the reactants C[O:2][C:3]([C:5]1[NH:6][C:7]2[C:12]([CH:13]=1)=[C:11]([O:14][CH3:15])[CH:10]=[CH:9][CH:8]=2)=[O:4].Br[CH2:17][C:18]1[C:27]2[C:22](=[CH:23][CH:24]=[CH:25][CH:26]=2)[CH:21]=[CH:20][CH:19]=1, predict the reaction product. The product is: [CH3:15][O:14][C:11]1[CH:10]=[CH:9][CH:8]=[C:7]2[C:12]=1[CH:13]=[C:5]([C:3]([OH:2])=[O:4])[N:6]2[CH2:17][C:18]1[C:27]2[C:22](=[CH:23][CH:24]=[CH:25][CH:26]=2)[CH:21]=[CH:20][CH:19]=1.